From a dataset of Full USPTO retrosynthesis dataset with 1.9M reactions from patents (1976-2016). Predict the reactants needed to synthesize the given product. (1) Given the product [Cl:1][C:2]1[CH:3]=[CH:4][C:5]([C:28]#[N:29])=[C:6]([C:8]2[C:13]([O:14][CH3:15])=[CH:12][N:11]([CH:16]([CH2:20][C:21]3([CH2:25][CH3:26])[CH2:22][O:23][CH2:24]3)[C:17]([NH:30][C:31]3[CH:32]=[CH:33][C:34]([C:37]4[NH:41][C:40](=[O:42])[O:39][N:38]=4)=[CH:35][CH:36]=3)=[O:19])[C:10](=[O:27])[CH:9]=2)[CH:7]=1, predict the reactants needed to synthesize it. The reactants are: [Cl:1][C:2]1[CH:3]=[CH:4][C:5]([C:28]#[N:29])=[C:6]([C:8]2[C:13]([O:14][CH3:15])=[CH:12][N:11]([CH:16]([CH2:20][C:21]3([CH2:25][CH3:26])[CH2:24][O:23][CH2:22]3)[C:17]([OH:19])=O)[C:10](=[O:27])[CH:9]=2)[CH:7]=1.[NH2:30][C:31]1[CH:36]=[CH:35][C:34]([C:37]2[NH:41][C:40](=[O:42])[O:39][N:38]=2)=[CH:33][CH:32]=1.CC(C)N=C=NC(C)C. (2) The reactants are: Cl.[Cl:2][C:3]1[CH:4]=[CH:5][C:6]([S:11]([CH2:14][CH3:15])(=[O:13])=[O:12])=[C:7]([CH:10]=1)[CH2:8][NH2:9].[F:16][C:17]([F:28])([F:27])[C:18]1[CH:23]=[CH:22][N:21]=[C:20]([C:24](O)=[O:25])[CH:19]=1.CC(OC(N1CCN(CC2C=CC(C([O-])=O)=CC=2C(F)(F)F)CC1)=O)(C)C. Given the product [Cl:2][C:3]1[CH:4]=[CH:5][C:6]([S:11]([CH2:14][CH3:15])(=[O:13])=[O:12])=[C:7]([CH2:8][NH:9][C:24]([C:20]2[CH:19]=[C:18]([C:17]([F:28])([F:16])[F:27])[CH:23]=[CH:22][N:21]=2)=[O:25])[CH:10]=1, predict the reactants needed to synthesize it. (3) The reactants are: C(N(C(C)C)CC)(C)C.[CH:10]([C:13]1[N:17]2[CH:18]=[C:19]([O:22][C@H:23]3[C:32]4[C:27](=[CH:28][CH:29]=[CH:30][CH:31]=4)[C@@H:26]([NH2:33])[CH2:25][CH2:24]3)[CH:20]=[CH:21][C:16]2=[N:15][N:14]=1)([CH3:12])[CH3:11].ClC(Cl)(Cl)C[O:37][C:38](=O)[NH:39][C:40]1[N:41]([C:49]2[CH:54]=[CH:53][CH:52]=[C:51]([O:55][CH2:56][CH2:57][N:58]([CH3:60])[CH3:59])[CH:50]=2)[N:42]=[C:43]([C:45]([CH3:48])([CH3:47])[CH3:46])[CH:44]=1. Given the product [C:45]([C:43]1[CH:44]=[C:40]([NH:39][C:38]([NH:33][C@@H:26]2[C:27]3[C:32](=[CH:31][CH:30]=[CH:29][CH:28]=3)[C@H:23]([O:22][C:19]3[CH:20]=[CH:21][C:16]4[N:17]([C:13]([CH:10]([CH3:12])[CH3:11])=[N:14][N:15]=4)[CH:18]=3)[CH2:24][CH2:25]2)=[O:37])[N:41]([C:49]2[CH:54]=[CH:53][CH:52]=[C:51]([O:55][CH2:56][CH2:57][N:58]([CH3:59])[CH3:60])[CH:50]=2)[N:42]=1)([CH3:48])([CH3:46])[CH3:47], predict the reactants needed to synthesize it. (4) The reactants are: I[C:2]1[C:10]2[CH2:9][CH2:8][O:7][C:6](=[O:11])[C:5]=2[S:4][CH:3]=1.[CH3:12]B(O)O.C([O-])([O-])=O.[Na+].[Na+].[OH-].[Na+].O.C1(C)C=CC(S(O)(=O)=O)=CC=1.C([O-])(O)=O.[Na+]. Given the product [CH3:12][C:2]1[C:10]2[CH2:9][CH2:8][O:7][C:6](=[O:11])[C:5]=2[S:4][CH:3]=1, predict the reactants needed to synthesize it. (5) Given the product [F:10][C:11]([F:27])([F:28])[C:12]1[CH:13]=[C:14]([CH:15]=[CH:16][CH:17]=1)[O:18][C:19]1[CH:24]=[CH:23][C:22]([CH2:25][CH2:26][OH:29])=[CH:21][CH:20]=1, predict the reactants needed to synthesize it. The reactants are: B1C2CCCC1CCC2.[F:10][C:11]([F:28])([F:27])[C:12]1[CH:17]=[CH:16][CH:15]=[C:14]([O:18][C:19]2[CH:24]=[CH:23][C:22]([CH:25]=[CH2:26])=[CH:21][CH:20]=2)[CH:13]=1.[OH-:29].[Na+].OO. (6) Given the product [C:1]([C:3]1[CH:8]=[CH:7][C:6]([CH:9]([N:13]2[CH:17]=[CH:16][N:15]=[C:14]2[CH3:18])[CH2:10][CH2:11][CH2:12][OH:30])=[CH:5][C:4]=1[F:19])#[N:2], predict the reactants needed to synthesize it. The reactants are: [C:1]([C:3]1[CH:8]=[CH:7][C:6]([CH:9]([N:13]2[CH:17]=[CH:16][N:15]=[C:14]2[CH3:18])[CH2:10][CH:11]=[CH2:12])=[CH:5][C:4]=1[F:19])#[N:2].C12BC(CCC1)CCC2.C([O-])(O)=[O:30].[Na+].OO. (7) Given the product [C:4]([Si:1]([CH3:3])([CH3:2])[O:8][CH2:9][C:10]1([C:12]2[CH:13]=[CH:14][CH:15]=[CH:16][CH:17]=2)[O:20][CH2:19][CH2:18][O:11]1)([CH3:7])([CH3:6])[CH3:5], predict the reactants needed to synthesize it. The reactants are: [Si:1]([O:8][CH2:9][C:10]([C:12]1[CH:17]=[CH:16][CH:15]=[CH:14][CH:13]=1)=[O:11])([C:4]([CH3:7])([CH3:6])[CH3:5])([CH3:3])[CH3:2].[CH2:18](O)[CH2:19][OH:20]. (8) Given the product [N:31]1[CH:3]=[CH:4][CH:5]=[C:6]([CH2:7][NH:8][CH2:9][CH2:10][NH:11][C:12]([C:14]2[S:15][CH:16]=[CH:17][C:18]=2[NH:19][C:20]2[CH:25]=[CH:24][N:23]=[C:22]3[NH:26][CH:27]=[CH:28][C:21]=23)=[O:13])[CH:29]=1, predict the reactants needed to synthesize it. The reactants are: CO[C:3]1C=[CH:29][C:6]([CH2:7][NH:8][CH2:9][CH2:10][NH:11][C:12]([C:14]2[S:15][CH:16]=[CH:17][C:18]=2[NH:19][C:20]2[CH:25]=[CH:24][N:23]=[C:22]3[NH:26][CH:27]=[CH:28][C:21]=23)=[O:13])=[CH:5][CH:4]=1.[N:31]1C=CC=C(C=O)C=1. (9) Given the product [C:2]([C:7]1[O:11][C:10]([CH2:12][N:13]2[CH:17]=[CH:16][C:15]([NH:18][C:32]([C:28]3[N:29]=[CH:30][O:31][C:27]=3[C:23]3[CH:24]=[CH:25][CH:26]=[C:21]([C:20]([F:36])([F:19])[F:35])[CH:22]=3)=[O:33])=[N:14]2)=[CH:9][CH:8]=1)(=[O:6])[CH3:1], predict the reactants needed to synthesize it. The reactants are: [CH3:1][C:2]1([C:7]2[O:11][C:10]([CH2:12][N:13]3[CH:17]=[CH:16][C:15]([NH2:18])=[N:14]3)=[CH:9][CH:8]=2)[O:6]CCO1.[F:19][C:20]([F:36])([F:35])[C:21]1[CH:22]=[C:23]([C:27]2[O:31][CH:30]=[N:29][C:28]=2[C:32](O)=[O:33])[CH:24]=[CH:25][CH:26]=1.